From a dataset of Retrosynthesis with 50K atom-mapped reactions and 10 reaction types from USPTO. Predict the reactants needed to synthesize the given product. (1) Given the product CCOC(=O)CC1CCNCC1, predict the reactants needed to synthesize it. The reactants are: CCOC(=O)Cc1ccncc1. (2) Given the product CC(=O)OCCCCN1CCCN(c2cccc(-c3ccc4c(c3)C(C)(C)CCC4(C)C)n2)CC1, predict the reactants needed to synthesize it. The reactants are: CC(=O)OCCCCBr.CC1(C)CCC(C)(C)c2cc(-c3cccc(N4CCCNCC4)n3)ccc21. (3) Given the product CC(C)(C)Sc1c(Br)cccc1C=NO, predict the reactants needed to synthesize it. The reactants are: CC(C)(C)Sc1c(Br)cccc1C=O.NO. (4) Given the product COc1ccc(CCN2CCC(C(=O)c3nc4ccccc4s3)CC2)cc1, predict the reactants needed to synthesize it. The reactants are: COc1ccc(CCBr)cc1.O=C(c1nc2ccccc2s1)C1CCNCC1. (5) Given the product COc1ccc(-c2nc(S(=O)c3ccccc3)[nH]c2-c2ccc(OC)cc2)cc1, predict the reactants needed to synthesize it. The reactants are: COc1ccc(-c2nc(Sc3ccccc3)[nH]c2-c2ccc(OC)cc2)cc1.O=C(OO)c1cccc(Cl)c1.